This data is from Catalyst prediction with 721,799 reactions and 888 catalyst types from USPTO. The task is: Predict which catalyst facilitates the given reaction. (1) Reactant: [CH3:1][C:2]1[N:3]=[CH:4][C:5]([NH:8][C:9](=[O:15])[O:10][C:11]([CH3:14])([CH3:13])[CH3:12])=[N:6][CH:7]=1.C1C(=O)N([Br:23])C(=O)C1. The catalyst class is: 53. Product: [Br:23][CH2:1][C:2]1[N:3]=[CH:4][C:5]([NH:8][C:9](=[O:15])[O:10][C:11]([CH3:12])([CH3:14])[CH3:13])=[N:6][CH:7]=1. (2) Reactant: C1C(=O)N(O[C:9]([O:11][N:12]2[C:17](=[O:18])[CH2:16][CH2:15][C:13]2=[O:14])=[O:10])C(=O)C1.[CH3:19][O:20][C:21]1[CH:35]=[CH:34][C:24]([CH2:25][N:26]2[CH2:32][C@H:31]([NH2:33])[CH2:30][O:29][CH2:28][CH2:27]2)=[CH:23][CH:22]=1. Product: [CH3:19][O:20][C:21]1[CH:22]=[CH:23][C:24]([CH2:25][N:26]2[CH2:32][C@H:31]([NH:33][C:9]([O:11][N:12]3[C:13](=[O:14])[CH2:15][CH2:16][C:17]3=[O:18])=[O:10])[CH2:30][O:29][CH2:28][CH2:27]2)=[CH:34][CH:35]=1. The catalyst class is: 10.